From a dataset of Reaction yield outcomes from USPTO patents with 853,638 reactions. Predict the reaction yield, written as a fraction of the theoretical maximum amount of product (1.0 means a 100% yield; for example, 0.34 means a 34% yield). (1) The reactants are [F:1][C:2]1[CH:3]=[C:4]([C:27]2[C:28]([C:33]#[N:34])=[CH:29][CH:30]=[CH:31][CH:32]=2)[CH:5]=[CH:6][C:7]=1[CH2:8][C:9]1[C:10](=[O:26])[N:11]([C@H:21]2[CH2:24][C@H:23]([OH:25])[CH2:22]2)[C:12]2[N:13]([N:18]=[CH:19][N:20]=2)[C:14]=1[CH2:15][CH2:16][CH3:17].[N+](=[CH:37][C:38]([O:40][CH2:41][CH3:42])=[O:39])=[N-]. The catalyst is C1(C)C=CC=CC=1.C([O-])(=O)C.[Rh+2].C([O-])(=O)C. The product is [C:33]([C:28]1[CH:29]=[CH:30][CH:31]=[CH:32][C:27]=1[C:4]1[CH:5]=[CH:6][C:7]([CH2:8][C:9]2[C:10](=[O:26])[N:11]([C@H:21]3[CH2:22][C@H:23]([O:25][CH2:37][C:38]([O:40][CH2:41][CH3:42])=[O:39])[CH2:24]3)[C:12]3[N:13]([N:18]=[CH:19][N:20]=3)[C:14]=2[CH2:15][CH2:16][CH3:17])=[C:2]([F:1])[CH:3]=1)#[N:34]. The yield is 0.270. (2) The reactants are [N:1]1([C:8]2[C:9]([O:18][CH3:19])=[CH:10][CH:11]=[C:12]3[C:17]=2[N:16]=[CH:15][CH:14]=[CH:13]3)[CH2:7][CH2:6][CH2:5][NH:4][CH2:3][CH2:2]1.[OH:20][CH:21]1[CH2:26][CH2:25][N:24]([C:27]2[S:28][CH:29]=[C:30]([CH:32]=O)[N:31]=2)[CH2:23][CH2:22]1.C([Si]([O:41][C:42]([O:44][CH3:45])=[CH2:43])(C)C)(C)(C)C.C([O-])(O)=O.[Na+].[OH-].[Na+]. The catalyst is C(Cl)Cl.ClCCCl. The product is [CH3:45][O:44][C:42](=[O:41])[CH2:43][CH:32]([C:30]1[N:31]=[C:27]([N:24]2[CH2:23][CH2:22][CH:21]([OH:20])[CH2:26][CH2:25]2)[S:28][CH:29]=1)[N:4]1[CH2:5][CH2:6][CH2:7][N:1]([C:8]2[C:9]([O:18][CH3:19])=[CH:10][CH:11]=[C:12]3[C:17]=2[N:16]=[CH:15][CH:14]=[CH:13]3)[CH2:2][CH2:3]1. The yield is 0.380. (3) The reactants are C[O-].[Na+].[F:4][C:5]1[C:6]([O:14][CH3:15])=[C:7]([C:11](=[NH:13])[NH2:12])[CH:8]=[CH:9][CH:10]=1.[C:16]([CH:19]([CH2:24][CH:25]([CH3:27])[CH3:26])[C:20](OC)=[O:21])(=O)[CH3:17]. The catalyst is CO.O1CCOCC1. The product is [F:4][C:5]1[C:6]([O:14][CH3:15])=[C:7]([C:11]2[NH:12][C:16]([CH3:17])=[C:19]([CH2:24][CH:25]([CH3:27])[CH3:26])[C:20](=[O:21])[N:13]=2)[CH:8]=[CH:9][CH:10]=1. The yield is 0.400. (4) The product is [N:18]1([CH2:23][CH2:24][NH:25][C:26]([C:28]2[S:29][C:30]([C:33]([NH:35][N:36]=[C:15]([C:12]3[C:13]([OH:14])=[C:9]([C:4]4[CH:5]=[CH:6][C:7]([Cl:8])=[C:2]([Cl:1])[CH:3]=4)[S:10][CH:11]=3)[CH3:17])=[O:34])=[CH:31][CH:32]=2)=[O:27])[CH2:22][CH2:21][CH2:20][CH2:19]1. The yield is 0.290. The catalyst is CS(C)=O. The reactants are [Cl:1][C:2]1[CH:3]=[C:4]([C:9]2[S:10][CH:11]=[C:12]([C:15]([CH3:17])=O)[C:13]=2[OH:14])[CH:5]=[CH:6][C:7]=1[Cl:8].[N:18]1([CH2:23][CH2:24][NH:25][C:26]([C:28]2[S:29][C:30]([C:33]([NH:35][NH2:36])=[O:34])=[CH:31][CH:32]=2)=[O:27])[CH2:22][CH2:21][CH2:20][CH2:19]1. (5) The reactants are [CH3:1][N:2]([S:15]([C:18]1[S:19][CH:20]=[CH:21][CH:22]=1)(=[O:17])=[O:16])[C:3]1[CH:4]=[CH:5][CH:6]=[C:7]2[C:11]=1[NH:10][C:9]([C:12]([OH:14])=O)=[CH:8]2.[CH2:23]([S:30][C:31]1([CH2:37][NH2:38])[CH2:36][CH2:35][O:34][CH2:33][CH2:32]1)[C:24]1[CH:29]=[CH:28][CH:27]=[CH:26][CH:25]=1.N1(O)C2C=CC=CC=2N=N1.Cl.CN(C)CCCN=C=NCC.C(=O)([O-])O.[Na+]. The catalyst is C(#N)C.O1CCCC1. The product is [CH2:23]([S:30][C:31]1([CH2:37][NH:38][C:12]([C:9]2[NH:10][C:11]3[C:7]([CH:8]=2)=[CH:6][CH:5]=[CH:4][C:3]=3[N:2]([CH3:1])[S:15]([C:18]2[S:19][CH:20]=[CH:21][CH:22]=2)(=[O:16])=[O:17])=[O:14])[CH2:36][CH2:35][O:34][CH2:33][CH2:32]1)[C:24]1[CH:25]=[CH:26][CH:27]=[CH:28][CH:29]=1. The yield is 0.920. (6) The reactants are [Cl:1][C:2]1[CH:30]=[CH:29][C:5]([CH2:6][NH:7][C:8]([C:10]2[CH:11]=[N:12][C:13]3[C:18]([C:19]=2[OH:20])=[CH:17][C:16]([CH2:21][CH:22]2[CH2:27][CH2:26][O:25][CH2:24][CH2:23]2)=[CH:15][C:14]=3I)=[O:9])=[CH:4][CH:3]=1.[CH2:31]([OH:35])[CH2:32][C:33]#[CH:34]. The catalyst is N(CC)CC.Cl[Pd](Cl)([P](C1C=CC=CC=1)(C1C=CC=CC=1)C1C=CC=CC=1)[P](C1C=CC=CC=1)(C1C=CC=CC=1)C1C=CC=CC=1.[Cu]I. The product is [Cl:1][C:2]1[CH:30]=[CH:29][C:5]([CH2:6][NH:7][C:8]([C:10]2[C:19](=[O:20])[C:18]3[C:13]4=[C:14]([CH:34]=[C:33]([CH2:32][CH2:31][OH:35])[N:12]4[CH:11]=2)[CH:15]=[C:16]([CH2:21][CH:22]2[CH2:27][CH2:26][O:25][CH2:24][CH2:23]2)[CH:17]=3)=[O:9])=[CH:4][CH:3]=1. The yield is 0.710.